Dataset: Reaction yield outcomes from USPTO patents with 853,638 reactions. Task: Predict the reaction yield, written as a fraction of the theoretical maximum amount of product (1.0 means a 100% yield; for example, 0.34 means a 34% yield). The yield is 0.790. The product is [F:9][CH2:8][C:4]1[N:3]=[C:2]([C:13]#[C:12][CH2:11][CH2:10][OH:14])[CH:7]=[CH:6][CH:5]=1. The reactants are Br[C:2]1[CH:7]=[CH:6][CH:5]=[C:4]([CH2:8][F:9])[N:3]=1.[CH2:10]([OH:14])[CH2:11][C:12]#[CH:13]. No catalyst specified.